This data is from Forward reaction prediction with 1.9M reactions from USPTO patents (1976-2016). The task is: Predict the product of the given reaction. (1) Given the reactants [O:1]([C:8]1[CH:13]=[CH:12][C:11]([CH2:14][NH:15][C:16](=[O:26])[C:17]2[CH:22]=[C:21]([F:23])[C:20]([Cl:24])=[N:19][C:18]=2Cl)=[CH:10][CH:9]=1)[C:2]1[CH:7]=[CH:6][CH:5]=[CH:4][CH:3]=1.[NH3:27], predict the reaction product. The product is: [O:1]([C:8]1[CH:13]=[CH:12][C:11]([CH2:14][NH:15][C:16](=[O:26])[C:17]2[CH:22]=[C:21]([F:23])[C:20]([Cl:24])=[N:19][C:18]=2[NH2:27])=[CH:10][CH:9]=1)[C:2]1[CH:7]=[CH:6][CH:5]=[CH:4][CH:3]=1. (2) Given the reactants [CH3:1][C:2]1[NH:3][C:4]2[C:9]([CH:10]=1)=[CH:8][C:7]([NH2:11])=[CH:6][CH:5]=2.Cl[C:13]1[CH:18]=[CH:17][N:16]=[C:15]2[CH:19]=[C:20]([C:22]3[C:23]([CH3:35])=[N:24][C:25]([N:28]4[C:32]([CH3:33])=[CH:31][CH:30]=[C:29]4[CH3:34])=[CH:26][CH:27]=3)[S:21][C:14]=12, predict the reaction product. The product is: [CH3:33][C:32]1[N:28]([C:25]2[N:24]=[C:23]([CH3:35])[C:22]([C:20]3[S:21][C:14]4[C:15](=[N:16][CH:17]=[CH:18][C:13]=4[NH:11][C:7]4[CH:8]=[C:9]5[C:4](=[CH:5][CH:6]=4)[NH:3][C:2]([CH3:1])=[CH:10]5)[CH:19]=3)=[CH:27][CH:26]=2)[C:29]([CH3:34])=[CH:30][CH:31]=1. (3) Given the reactants Cl.[Cl:2][C:3]1[CH:8]=[CH:7][C:6]([CH:9]2[CH2:14][NH:13][CH2:12][C:11]([CH3:16])([CH3:15])[NH:10]2)=[CH:5][CH:4]=1.[Cl:17][C:18]1[N:23]([CH3:24])[C:22](=[O:25])[CH:21]=[C:20]([C:26]2[CH:31]=[CH:30][N:29]=[CH:28][CH:27]=2)[N:19]=1.C(N(CC)CC)C.Cl.C(OCC)(=O)C, predict the reaction product. The product is: [ClH:2].[ClH:17].[Cl:2][C:3]1[CH:4]=[CH:5][C:6]([CH:9]2[CH2:14][N:13]([C:18]3[N:23]([CH3:24])[C:22](=[O:25])[CH:21]=[C:20]([C:26]4[CH:27]=[CH:28][N:29]=[CH:30][CH:31]=4)[N:19]=3)[CH2:12][C:11]([CH3:16])([CH3:15])[NH:10]2)=[CH:7][CH:8]=1. (4) Given the reactants [F:1][C:2]1[C:10]([F:11])=[CH:9][C:5]([C:6](O)=O)=[C:4]([NH:12][C:13]2[N:17]([C:18]3[CH:23]=[CH:22][CH:21]=[CH:20][N:19]=3)[N:16]=[CH:15][CH:14]=2)[CH:3]=1.P(Cl)(Cl)([Cl:26])=O.[OH-].[Na+], predict the reaction product. The product is: [Cl:26][C:6]1[C:5]2[C:4](=[CH:3][C:2]([F:1])=[C:10]([F:11])[CH:9]=2)[N:12]=[C:13]2[N:17]([C:18]3[CH:23]=[CH:22][CH:21]=[CH:20][N:19]=3)[N:16]=[CH:15][C:14]=12. (5) The product is: [NH2:1][C:4]1[CH:5]=[C:6]([CH:9]=[CH:10][C:11]=1[OH:12])[C:7]#[N:8]. Given the reactants [N+:1]([C:4]1[CH:5]=[C:6]([CH:9]=[CH:10][C:11]=1[OH:12])[C:7]#[N:8])([O-])=O, predict the reaction product. (6) Given the reactants C[O:2][C:3](=[O:43])[C@@H:4]([NH:20][C:21](=[O:42])[C:22]1[CH:27]=[CH:26][C:25]([Cl:28])=[CH:24][C:23]=1[NH:29][S:30]([C:33]1[C:38]2=[N:39][S:40][N:41]=[C:37]2[CH:36]=[CH:35][CH:34]=1)(=[O:32])=[O:31])[CH:5]([C:13]1[CH:18]=[CH:17][C:16]([Cl:19])=[CH:15][CH:14]=1)[C:6]1[CH:11]=[CH:10][C:9]([Cl:12])=[CH:8][CH:7]=1.N1SN=C2C(S(NC3C=C(Cl)C=CC=3C(O)=O)(=O)=O)=CC=CC=12.COC(=O)[C@@H](N)C(C1C=CC(Cl)=CC=1)C1C=CC(Cl)=CC=1, predict the reaction product. The product is: [N:41]1[S:40][N:39]=[C:38]2[C:33]([S:30]([NH:29][C:23]3[CH:24]=[C:25]([Cl:28])[CH:26]=[CH:27][C:22]=3[C:21]([NH:20][C@@H:4]([CH:5]([C:6]3[CH:11]=[CH:10][C:9]([Cl:12])=[CH:8][CH:7]=3)[C:13]3[CH:14]=[CH:15][C:16]([Cl:19])=[CH:17][CH:18]=3)[C:3]([OH:43])=[O:2])=[O:42])(=[O:31])=[O:32])=[CH:34][CH:35]=[CH:36][C:37]=12. (7) Given the reactants [CH2:1]([O:8]C1C=C2C(C=CN2)=CC=1)[C:2]1[CH:7]=[CH:6][CH:5]=[CH:4][CH:3]=1.C(O[C:22]1[CH:23]=[C:24]2[C:28](=[CH:29][CH:30]=1)[N:27]([C:31]([NH2:33])=[O:32])[CH:26]=[C:25]2[N:34]=[C:35]=[O:36])C=C, predict the reaction product. The product is: [CH2:1]([O:8][C:30]1[CH:29]=[C:28]2[C:24]([C:25]([N:34]=[C:35]=[O:36])=[CH:26][N:27]2[C:31]([NH2:33])=[O:32])=[CH:23][CH:22]=1)[C:2]1[CH:7]=[CH:6][CH:5]=[CH:4][CH:3]=1. (8) Given the reactants [CH3:1][C:2]1([C:7]2[N:8]=[C:9]([CH2:12][N:13]3[CH:17]=[CH:16][C:15]([NH2:18])=[N:14]3)[S:10][CH:11]=2)[O:6]CCO1.[C:19]1([C:25]2[O:29][CH:28]=[N:27][C:26]=2[C:30](O)=[O:31])[CH:24]=[CH:23][CH:22]=[CH:21][CH:20]=1, predict the reaction product. The product is: [C:2]([C:7]1[N:8]=[C:9]([CH2:12][N:13]2[CH:17]=[CH:16][C:15]([NH:18][C:30]([C:26]3[N:27]=[CH:28][O:29][C:25]=3[C:19]3[CH:20]=[CH:21][CH:22]=[CH:23][CH:24]=3)=[O:31])=[N:14]2)[S:10][CH:11]=1)(=[O:6])[CH3:1].